Dataset: Full USPTO retrosynthesis dataset with 1.9M reactions from patents (1976-2016). Task: Predict the reactants needed to synthesize the given product. (1) Given the product [CH2:27]([O:26][C:24]([N:3]1[CH2:4][CH:5]2[CH:8]([C:9]3[CH:14]=[CH:13][CH:12]=[C:11]([OH:15])[CH:10]=3)[CH:1]([CH2:7][CH2:6]2)[CH2:2]1)=[O:25])[C:28]1[CH:33]=[CH:32][CH:31]=[CH:30][CH:29]=1, predict the reactants needed to synthesize it. The reactants are: [CH:1]12[CH:8]([C:9]3[CH:10]=[C:11]([OH:15])[CH:12]=[CH:13][CH:14]=3)[CH:5]([CH2:6][CH2:7]1)[CH2:4][NH:3][CH2:2]2.Cl.C([O-])([O-])=O.[Na+].[Na+].Cl[C:24]([O:26][CH2:27][C:28]1[CH:33]=[CH:32][CH:31]=[CH:30][CH:29]=1)=[O:25]. (2) Given the product [Br:1][C:2]1[CH:25]=[CH:24][C:5]2[C:6]3[N:7]=[C:8]([C:14]4[N:15]([CH2:19][CH2:20][N:32]5[CH2:33][CH2:39][O:40][CH2:35][CH2:31]5)[N:16]=[CH:17][N:18]=4)[S:9][C:10]=3[CH2:11][CH2:12][O:13][C:4]=2[CH:3]=1, predict the reactants needed to synthesize it. The reactants are: [Br:1][C:2]1[CH:25]=[CH:24][C:5]2[C:6]3[N:7]=[C:8]([C:14]4[N:15]([CH2:19][C:20](F)(F)F)[N:16]=[CH:17][N:18]=4)[S:9][C:10]=3[CH2:11][CH2:12][O:13][C:4]=2[CH:3]=1.BrC1C=CC2[C:31]3[N:32]=[C:33]([C:39](N)=[O:40])S[C:35]=3CCOC=2C=1.N1(CCNN)CCOCC1. (3) Given the product [F:10][C:9]([F:11])([F:12])[C:7]1[CH:6]=[C:5]([C@H:13]([O:15][C@H:16]2[CH2:21][CH2:20][N:19]([C:22](=[O:28])[CH2:23][CH2:24][C:25]([NH:38][CH3:37])=[O:26])[CH2:18][C@H:17]2[C:29]2[CH:30]=[CH:31][CH:32]=[CH:33][CH:34]=2)[CH3:14])[CH:4]=[C:3]([C:2]([F:36])([F:1])[F:35])[CH:8]=1, predict the reactants needed to synthesize it. The reactants are: [F:1][C:2]([F:36])([F:35])[C:3]1[CH:4]=[C:5]([C@H:13]([O:15][C@H:16]2[CH2:21][CH2:20][N:19]([C:22](=[O:28])[CH2:23][CH2:24][C:25](O)=[O:26])[CH2:18][C@H:17]2[C:29]2[CH:34]=[CH:33][CH:32]=[CH:31][CH:30]=2)[CH3:14])[CH:6]=[C:7]([C:9]([F:12])([F:11])[F:10])[CH:8]=1.[CH3:37][NH2:38].CO.